This data is from Reaction yield outcomes from USPTO patents with 853,638 reactions. The task is: Predict the reaction yield, written as a fraction of the theoretical maximum amount of product (1.0 means a 100% yield; for example, 0.34 means a 34% yield). (1) The reactants are CN(C)[CH:3]=[O:4].P(Cl)(Cl)(Cl)=O.[Cl:11][C:12]1[CH:17]=[CH:16][N:15]2[N:18]=[C:19]([C:21]3[CH:26]=[CH:25][C:24]([O:27][CH3:28])=[CH:23][CH:22]=3)[CH:20]=[C:14]2[CH:13]=1.O. The catalyst is ClCCl. The product is [Cl:11][C:12]1[CH:17]=[CH:16][N:15]2[N:18]=[C:19]([C:21]3[CH:22]=[CH:23][C:24]([O:27][CH3:28])=[CH:25][CH:26]=3)[C:20]([CH:3]=[O:4])=[C:14]2[CH:13]=1. The yield is 0.810. (2) The reactants are [C:1]([O:5][C:6]([N:8]1[CH2:13][CH2:12][C:11](=[O:14])[CH2:10][CH2:9]1)=[O:7])([CH3:4])([CH3:3])[CH3:2].[CH3:15][Mg]Br.O.[Cl-].[NH4+]. The catalyst is C(OCC)C. The product is [C:1]([O:5][C:6]([N:8]1[CH2:9][CH2:10][C:11]([OH:14])([CH3:15])[CH2:12][CH2:13]1)=[O:7])([CH3:4])([CH3:2])[CH3:3]. The yield is 0.970. (3) The reactants are Br[C:2]1[C:22]([O:23][CH3:24])=[CH:21][C:5]2[N:6]([CH3:20])[C:7](=[O:19])[CH2:8][N:9]=[C:10]([C:11]3[CH:12]=[C:13]([CH:16]=[CH:17][CH:18]=3)[C:14]#[N:15])[C:4]=2[CH:3]=1.C1(B(O)O)C=CC=CC=1.[C:34]([C:37]1[CH:42]=[CH:41][C:40](B(O)O)=[CH:39][CH:38]=1)(=[O:36])[CH3:35]. No catalyst specified. The product is [C:34]([C:37]1[CH:42]=[CH:41][C:40]([C:2]2[C:22]([O:23][CH3:24])=[CH:21][C:5]3[N:6]([CH3:20])[C:7](=[O:19])[CH2:8][N:9]=[C:10]([C:11]4[CH:12]=[C:13]([CH:16]=[CH:17][CH:18]=4)[C:14]#[N:15])[C:4]=3[CH:3]=2)=[CH:39][CH:38]=1)(=[O:36])[CH3:35]. The yield is 0.510. (4) The reactants are [Cl:1][C:2]1[CH:3]=[C:4]([N:8]2[CH2:13][CH2:12][N:11]([CH2:14][CH2:15][NH2:16])[CH2:10][CH2:9]2)[CH:5]=[CH:6][CH:7]=1.[CH2:17]([C:21]1[N:25]([C:26]2[CH:31]=[CH:30][CH:29]=[CH:28][CH:27]=2)[N:24]=[C:23]([CH:32]=O)[CH:22]=1)[CH:18]([CH3:20])[CH3:19]. No catalyst specified. The product is [CH2:17]([C:21]1[N:25]([C:26]2[CH:31]=[CH:30][CH:29]=[CH:28][CH:27]=2)[N:24]=[C:23]([CH2:32][NH:16][CH2:15][CH2:14][N:11]2[CH2:10][CH2:9][N:8]([C:4]3[CH:5]=[CH:6][CH:7]=[C:2]([Cl:1])[CH:3]=3)[CH2:13][CH2:12]2)[CH:22]=1)[CH:18]([CH3:20])[CH3:19]. The yield is 0.477. (5) The reactants are C([O:5][C:6]([C@H:8]([N:10]1[C:15](=[O:16])[C@@H:14]([N:17]=[N+:18]=[N-:19])[C@@H:13]([OH:20])[CH2:12][O:11]1)[CH3:9])=[O:7])(C)(C)C.FC(F)(F)C(O)=O. The catalyst is C(Cl)Cl. The product is [C:6]([C@H:8]([N:10]1[C:15](=[O:16])[C@@H:14]([N:17]=[N+:18]=[N-:19])[C@@H:13]([OH:20])[CH2:12][O:11]1)[CH3:9])([OH:7])=[O:5]. The yield is 0.990. (6) The catalyst is CC(C)=O.CCOC(C)=O. The product is [CH2:17]([O:24][C:25]1[CH:26]=[CH:27][C:28]([O:31][CH2:2][CH2:3][CH:4]2[CH2:9][CH2:8][N:7]([C:10]([O:12][C:13]([CH3:16])([CH3:15])[CH3:14])=[O:11])[CH2:6][CH2:5]2)=[CH:29][CH:30]=1)[C:18]1[CH:19]=[CH:20][CH:21]=[CH:22][CH:23]=1. The reactants are Br[CH2:2][CH2:3][CH:4]1[CH2:9][CH2:8][N:7]([C:10]([O:12][C:13]([CH3:16])([CH3:15])[CH3:14])=[O:11])[CH2:6][CH2:5]1.[CH2:17]([O:24][C:25]1[CH:30]=[CH:29][C:28]([OH:31])=[CH:27][CH:26]=1)[C:18]1[CH:23]=[CH:22][CH:21]=[CH:20][CH:19]=1.C([O-])([O-])=O.[K+].[K+]. The yield is 0.730.